This data is from Forward reaction prediction with 1.9M reactions from USPTO patents (1976-2016). The task is: Predict the product of the given reaction. (1) The product is: [OH:2][C:3]1[CH:11]=[C:10]2[C:6]([C:7]([C:12]([OH:14])=[O:13])=[N:8][NH:9]2)=[CH:5][CH:4]=1. Given the reactants C[O:2][C:3]1[CH:11]=[C:10]2[C:6]([C:7]([C:12]([OH:14])=[O:13])=[N:8][NH:9]2)=[CH:5][CH:4]=1, predict the reaction product. (2) Given the reactants C(S[C:6](=[O:19])[CH:7]([CH2:11][C:12]1[CH:17]=[CH:16][C:15]([Br:18])=[CH:14][CH:13]=1)[C:8](=[O:10])[CH3:9])(C)(C)C.[NH2:20][C:21]1[CH:22]=[C:23]([OH:28])[CH:24]=[CH:25][C:26]=1[Cl:27], predict the reaction product. The product is: [Br:18][C:15]1[CH:14]=[CH:13][C:12]([CH2:11][CH:7]([C:8](=[O:10])[CH3:9])[C:6]([NH:20][C:21]2[CH:22]=[C:23]([OH:28])[CH:24]=[CH:25][C:26]=2[Cl:27])=[O:19])=[CH:17][CH:16]=1. (3) Given the reactants [O:1]([C:3]1[CH:8]=[CH:7][N:6]=[CH:5][CH:4]=1)C.[C:9](Cl)([O:11][CH2:12][C:13]1[CH:18]=[CH:17][CH:16]=[CH:15][CH:14]=1)=[O:10].[CH2:20]([Mg]Br)[CH3:21].Cl, predict the reaction product. The product is: [CH2:20]([CH:7]1[CH2:8][C:3](=[O:1])[CH:4]=[CH:5][N:6]1[C:9]([O:11][CH2:12][C:13]1[CH:18]=[CH:17][CH:16]=[CH:15][CH:14]=1)=[O:10])[CH3:21]. (4) Given the reactants [F:1][C:2]1([F:16])[O:7][C:6]([F:9])([F:8])[C:5]2[CH:10]=[C:11]([CH2:14]O)[CH:12]=[CH:13][C:4]=2[O:3]1.S(Cl)([Cl:19])=O, predict the reaction product. The product is: [Cl:19][CH2:14][C:11]1[CH:12]=[CH:13][C:4]2[O:3][C:2]([F:16])([F:1])[O:7][C:6]([F:9])([F:8])[C:5]=2[CH:10]=1. (5) Given the reactants [C:1]([O:5][C:6]([N:8]1[CH2:11][C:10]([C:13]2[CH:18]=[CH:17][C:16]([C:19](=[O:34])/[CH:20]=[C:21](/[C:26]3[CH:31]=[C:30]([Cl:32])[CH:29]=[C:28]([Cl:33])[CH:27]=3)\[C:22]([F:25])([F:24])[F:23])=[CH:15][CH:14]=2)([F:12])[CH2:9]1)=[O:7])([CH3:4])([CH3:3])[CH3:2].[N+:35]([CH3:38])([O-:37])=[O:36].C1CCN2C(=NCCC2)CC1, predict the reaction product. The product is: [C:1]([O:5][C:6]([N:8]1[CH2:11][C:10]([C:13]2[CH:18]=[CH:17][C:16]([C:19](=[O:34])[CH2:20][C:21]([C:26]3[CH:27]=[C:28]([Cl:33])[CH:29]=[C:30]([Cl:32])[CH:31]=3)([CH2:38][N+:35]([O-:37])=[O:36])[C:22]([F:23])([F:25])[F:24])=[CH:15][CH:14]=2)([F:12])[CH2:9]1)=[O:7])([CH3:4])([CH3:2])[CH3:3]. (6) Given the reactants [BH4-].[Na+].[Cl:3][C:4]1[C:5]2[N:6]([C:10]([CH:29]3[CH2:32][C:31](=[O:33])[CH2:30]3)=[N:11][C:12]=2[C:13]2[CH:22]=[C:21]3[C:16]([CH:17]=[CH:18][C:19]([C:23]4[CH:28]=[CH:27][CH:26]=[CH:25][CH:24]=4)=[N:20]3)=[CH:15][CH:14]=2)[CH:7]=[CH:8][N:9]=1, predict the reaction product. The product is: [Cl:3][C:4]1[C:5]2[N:6]([C:10]([C@@H:29]3[CH2:30][C@H:31]([OH:33])[CH2:32]3)=[N:11][C:12]=2[C:13]2[CH:22]=[C:21]3[C:16]([CH:17]=[CH:18][C:19]([C:23]4[CH:28]=[CH:27][CH:26]=[CH:25][CH:24]=4)=[N:20]3)=[CH:15][CH:14]=2)[CH:7]=[CH:8][N:9]=1. (7) The product is: [F:1][C:2]1[CH:3]=[C:4]([NH:5][C:16](=[O:17])[CH2:15][C:14](=[O:18])[CH3:13])[CH:6]=[CH:7][C:8]=1[F:9]. Given the reactants [F:1][C:2]1[CH:3]=[C:4]([CH:6]=[CH:7][C:8]=1[F:9])[NH2:5].C(#N)C.[CH2:13]=[C:14]1[O:18][C:16](=[O:17])[CH2:15]1, predict the reaction product. (8) Given the reactants [ClH:1].[CH:2]1([C:5]2[CH:10]=[C:9]([NH:11][C:12]3[CH:17]=[C:16]([C:18]#[N:19])[CH:15]=[CH:14][N:13]=3)[N:8]=[C:7]([C:20]3[CH:21]=[N:22][C:23]([N:26]4[CH2:31][CH2:30][NH:29][CH2:28][CH2:27]4)=[CH:24][CH:25]=3)[CH:6]=2)[CH2:4][CH2:3]1.C(N(CC)CC)C.C[Si]([N:43]=[C:44]=[O:45])(C)C, predict the reaction product. The product is: [ClH:1].[C:18]([C:16]1[CH:15]=[CH:14][N:13]=[C:12]([NH:11][C:9]2[N:8]=[C:7]([C:20]3[CH:21]=[N:22][C:23]([N:26]4[CH2:31][CH2:30][N:29]([C:44]([NH2:43])=[O:45])[CH2:28][CH2:27]4)=[CH:24][CH:25]=3)[CH:6]=[C:5]([CH:2]3[CH2:3][CH2:4]3)[CH:10]=2)[CH:17]=1)#[N:19].